Dataset: Forward reaction prediction with 1.9M reactions from USPTO patents (1976-2016). Task: Predict the product of the given reaction. (1) Given the reactants [CH3:1][O:2][CH2:3][CH2:4][CH2:5][CH2:6][N:7]1[C:11]2[CH:12]=[CH:13][CH:14]=[CH:15][C:10]=2[N:9]=[C:8]1[C:16]([N:18]([CH2:38][CH:39]([CH3:41])[CH3:40])[C@H:19]1[CH2:24][C@@H:23]([C:25](=[O:30])N(OC)C)[CH2:22][N:21]([C:31]([O:33][C:34]([CH3:37])([CH3:36])[CH3:35])=[O:32])[CH2:20]1)=[O:17].[CH3:42][Mg]Br.C1COCC1.[Cl-].[NH4+], predict the reaction product. The product is: [C:25]([C@H:23]1[CH2:22][N:21]([C:31]([O:33][C:34]([CH3:36])([CH3:37])[CH3:35])=[O:32])[CH2:20][C@@H:19]([N:18]([C:16]([C:8]2[N:7]([CH2:6][CH2:5][CH2:4][CH2:3][O:2][CH3:1])[C:11]3[CH:12]=[CH:13][CH:14]=[CH:15][C:10]=3[N:9]=2)=[O:17])[CH2:38][CH:39]([CH3:40])[CH3:41])[CH2:24]1)(=[O:30])[CH3:42]. (2) Given the reactants [F:1][C:2]1[CH:7]=[CH:6][CH:5]=[C:4]([F:8])[C:3]=1[N:9]1[C:14]2[N:15]=[C:16]([S:29][CH3:30])[N:17]=[C:18]([C:19]3[CH:20]=[C:21]([CH:25]=[CH:26][C:27]=3[CH3:28])[C:22](O)=[O:23])[C:13]=2[CH:12]=[CH:11][C:10]1=[O:31].[F:32][C:33]1[CH:39]=[CH:38][C:36]([NH2:37])=[CH:35][CH:34]=1, predict the reaction product. The product is: [F:8][C:4]1[CH:5]=[CH:6][CH:7]=[C:2]([F:1])[C:3]=1[N:9]1[C:14]2[N:15]=[C:16]([S:29][CH3:30])[N:17]=[C:18]([C:19]3[CH:20]=[C:21]([CH:25]=[CH:26][C:27]=3[CH3:28])[C:22]([NH:37][C:36]3[CH:38]=[CH:39][C:33]([F:32])=[CH:34][CH:35]=3)=[O:23])[C:13]=2[CH:12]=[CH:11][C:10]1=[O:31]. (3) Given the reactants CO[C:3]1[CH:8]=[CH:7][C:6](B(O)O)=[CH:5][N:4]=1.[C:12](=O)([O-])[O-:13].[Na+].[Na+].Br[C:19]1[N:24]=[C:23]([C:25]2[N:34]=[CH:33][C:32]3[CH2:31][CH2:30][CH2:29][CH2:28][C:27]=3[N:26]=2)[CH:22]=[CH:21][C:20]=1[CH3:35], predict the reaction product. The product is: [CH3:12][O:13][C:6]1[CH:7]=[CH:8][C:3]([C:19]2[C:20]([CH3:35])=[CH:21][CH:22]=[C:23]([C:25]3[N:34]=[CH:33][C:32]4[CH2:31][CH2:30][CH2:29][CH2:28][C:27]=4[N:26]=3)[N:24]=2)=[N:4][CH:5]=1. (4) Given the reactants [OH:1]/[N:2]=[C:3](/[C:23]1[CH:28]=[CH:27][N:26]=[C:25]([CH3:29])[CH:24]=1)\[CH2:4][C@H:5]([C:13]1[CH:18]=[CH:17][C:16]([CH2:19][C:20](O)=[O:21])=[CH:15][CH:14]=1)[C:6]1[CH:11]=[CH:10][CH:9]=[CH:8][C:7]=1[CH3:12].[NH2:30][CH2:31][CH2:32][OH:33].F[P-](F)(F)(F)(F)F.N1(O[P+](N(C)C)(N(C)C)N(C)C)C2C=CC=CC=2N=N1, predict the reaction product. The product is: [OH:33][CH2:32][CH2:31][NH:30][C:20](=[O:21])[CH2:19][C:16]1[CH:17]=[CH:18][C:13]([C@H:5]([C:6]2[CH:11]=[CH:10][CH:9]=[CH:8][C:7]=2[CH3:12])[CH2:4]/[C:3](=[N:2]\[OH:1])/[C:23]2[CH:28]=[CH:27][N:26]=[C:25]([CH3:29])[CH:24]=2)=[CH:14][CH:15]=1. (5) The product is: [N+:37]([C:33]1[CH:32]=[C:31]([S:30][CH2:43][CH2:44][CH2:45][CH2:46][N:47]2[C:55](=[O:56])[C:54]3[C:49](=[CH:50][CH:51]=[CH:52][CH:53]=3)[C:48]2=[O:57])[CH:36]=[CH:35][CH:34]=1)([O-:39])=[O:38]. Given the reactants C1(P(C2C=CC=CC=2)C2C=CC=CC=2)C=CC=CC=1.[N+:37]([C:33]1[CH:32]=[C:31]([S:30][S:30][C:31]2[CH:36]=[CH:35][CH:34]=[C:33]([N+:37]([O-:39])=[O:38])[CH:32]=2)[CH:36]=[CH:35][CH:34]=1)([O-:39])=[O:38].[OH-].[Na+].Br[CH2:43][CH2:44][CH2:45][CH2:46][N:47]1[C:55](=[O:56])[C:54]2[C:49](=[CH:50][CH:51]=[CH:52][CH:53]=2)[C:48]1=[O:57], predict the reaction product.